From a dataset of Full USPTO retrosynthesis dataset with 1.9M reactions from patents (1976-2016). Predict the reactants needed to synthesize the given product. Given the product [CH3:12][CH:13]([CH3:19])[CH2:14][CH2:15][O:20][C:2]1[CH:3]=[C:4]([CH3:11])[CH:5]=[CH:6][C:7]=1[N+:8]([O-:10])=[O:9].[S:28]1[CH:29]=[CH:30][N:31]=[C:27]1[NH:26][C:21](=[O:20])[NH2:8], predict the reactants needed to synthesize it. The reactants are: F[C:2]1[CH:3]=[C:4]([CH3:11])[CH:5]=[CH:6][C:7]=1[N+:8]([O-:10])=[O:9].[CH3:12][C:13]1[CH:19]=CC(N)=[C:15]([O:20][CH2:21]CC(C)C)[CH:14]=1.[NH2:26][C:27]1[S:28][CH:29]=[CH:30][N:31]=1.